Task: Predict which catalyst facilitates the given reaction.. Dataset: Catalyst prediction with 721,799 reactions and 888 catalyst types from USPTO (1) Reactant: [F:1][C:2]([F:7])([F:6])[C:3]([O-:5])=[O:4].COC1C=CC(C[N:15]2[C:19]3[N:20]=[CH:21][C:22]4[CH2:23][N:24]([C:28](=[O:37])[C@H:29]([C:31]5[CH:36]=[CH:35][CH:34]=[CH:33][CH:32]=5)[NH3+:30])[CH2:25][CH2:26][C:27]=4[C:18]=3[CH:17]=[N:16]2)=CC=1.FC(F)(F)C(O)=O. Product: [F:1][C:2]([F:7])([F:6])[C:3]([O-:5])=[O:4].[CH:17]1[C:18]2[C:27]3[CH2:26][CH2:25][N:24]([C:28](=[O:37])[C@H:29]([C:31]4[CH:36]=[CH:35][CH:34]=[CH:33][CH:32]=4)[NH3+:30])[CH2:23][C:22]=3[CH:21]=[N:20][C:19]=2[NH:15][N:16]=1. The catalyst class is: 11. (2) Reactant: [CH2:1]([N:3]1[C:7]2[N:8]=[C:9]([C:18]3[CH:23]=[CH:22][C:21]([NH:24][C:25]([NH:27][C:28]4[CH:33]=[CH:32][C:31]([N+:34]([O-])=O)=[CH:30][CH:29]=4)=[O:26])=[CH:20][CH:19]=3)[N:10]=[C:11]([N:12]3[CH2:17][CH2:16][O:15][CH2:14][CH2:13]3)[C:6]=2[N:5]=[N:4]1)[CH3:2].CO.NN.O. Product: [NH2:34][C:31]1[CH:32]=[CH:33][C:28]([NH:27][C:25]([NH:24][C:21]2[CH:22]=[CH:23][C:18]([C:9]3[N:10]=[C:11]([N:12]4[CH2:13][CH2:14][O:15][CH2:16][CH2:17]4)[C:6]4[N:5]=[N:4][N:3]([CH2:1][CH3:2])[C:7]=4[N:8]=3)=[CH:19][CH:20]=2)=[O:26])=[CH:29][CH:30]=1. The catalyst class is: 814.